Task: Regression. Given two drug SMILES strings and cell line genomic features, predict the synergy score measuring deviation from expected non-interaction effect.. Dataset: NCI-60 drug combinations with 297,098 pairs across 59 cell lines Drug 1: CN(C)C1=NC(=NC(=N1)N(C)C)N(C)C. Drug 2: CC(C)(C#N)C1=CC(=CC(=C1)CN2C=NC=N2)C(C)(C)C#N. Cell line: SK-MEL-28. Synergy scores: CSS=-6.64, Synergy_ZIP=1.88, Synergy_Bliss=-1.56, Synergy_Loewe=-4.93, Synergy_HSA=-6.14.